From a dataset of NCI-60 drug combinations with 297,098 pairs across 59 cell lines. Regression. Given two drug SMILES strings and cell line genomic features, predict the synergy score measuring deviation from expected non-interaction effect. Drug 1: CN1C2=C(C=C(C=C2)N(CCCl)CCCl)N=C1CCCC(=O)O.Cl. Synergy scores: CSS=29.6, Synergy_ZIP=-0.923, Synergy_Bliss=2.51, Synergy_Loewe=-31.4, Synergy_HSA=1.02. Drug 2: C1=NC2=C(N=C(N=C2N1C3C(C(C(O3)CO)O)F)Cl)N. Cell line: HL-60(TB).